From a dataset of Full USPTO retrosynthesis dataset with 1.9M reactions from patents (1976-2016). Predict the reactants needed to synthesize the given product. (1) Given the product [CH3:18][O:19][C:20]1[CH:25]=[CH:24][C:23]([NH:26][C:2]2[CH:7]=[C:6]([CH2:8][O:9][CH3:10])[N:5]=[C:4]([C:11]3[CH:16]=[CH:15][CH:14]=[C:13]([CH3:17])[CH:12]=3)[N:3]=2)=[CH:22][CH:21]=1, predict the reactants needed to synthesize it. The reactants are: Cl[C:2]1[CH:7]=[C:6]([CH2:8][O:9][CH3:10])[N:5]=[C:4]([C:11]2[CH:16]=[CH:15][CH:14]=[C:13]([CH3:17])[CH:12]=2)[N:3]=1.[CH3:18][O:19][C:20]1[CH:25]=[CH:24][C:23]([NH2:26])=[CH:22][CH:21]=1.Cl. (2) Given the product [Cl:13][C:14]1[CH:19]=[CH:18][C:17]([C:20]2[N:25]=[C:24]([C:26]([NH:8][N:2]3[CH2:7][CH2:6][CH2:5][CH2:4][CH2:3]3)=[O:27])[C:23]([CH2:31][N:32]3[N:36]=[N:35][CH:34]=[N:33]3)=[N:22][C:21]=2[C:37]2[CH:38]=[CH:39][C:40]([CH3:43])=[CH:41][CH:42]=2)=[CH:16][CH:15]=1, predict the reactants needed to synthesize it. The reactants are: Cl.[N:2]1([NH2:8])[CH2:7][CH2:6][CH2:5][CH2:4][CH2:3]1.C[Al](C)C.[Cl:13][C:14]1[CH:19]=[CH:18][C:17]([C:20]2[N:25]=[C:24]([C:26](OCC)=[O:27])[C:23]([CH2:31][N:32]3[N:36]=[N:35][CH:34]=[N:33]3)=[N:22][C:21]=2[C:37]2[CH:42]=[CH:41][C:40]([CH3:43])=[CH:39][CH:38]=2)=[CH:16][CH:15]=1. (3) Given the product [CH3:22][N:21]1[C:20]2[C:15](=[N:16][C:17]([CH3:23])=[CH:18][CH:19]=2)[N:14]=[C:9]1[CH2:8][O:7][C:6]1[CH:12]=[CH:13][C:3]([C:1]#[N:2])=[CH:4][CH:5]=1, predict the reactants needed to synthesize it. The reactants are: [C:1]([C:3]1[CH:13]=[CH:12][C:6]([O:7][CH2:8][C:9](O)=O)=[CH:5][CH:4]=1)#[N:2].[NH2:14][C:15]1[C:20]([NH:21][CH3:22])=[CH:19][CH:18]=[C:17]([CH3:23])[N:16]=1.